This data is from Reaction yield outcomes from USPTO patents with 853,638 reactions. The task is: Predict the reaction yield, written as a fraction of the theoretical maximum amount of product (1.0 means a 100% yield; for example, 0.34 means a 34% yield). The reactants are [S:1]([NH:5][C:6]1[CH:13]=[CH:12][CH:11]=[C:10]([O:14][CH2:15][C@H:16]2[CH2:21][CH2:20][CH2:19][N:18]([C:22](=[O:27])[CH2:23][CH:24]([CH3:26])[CH3:25])[CH2:17]2)[C:7]=1[C:8]#[N:9])(=[O:4])(=[O:3])[NH2:2].[OH-].[Na+]. The catalyst is CCO. The product is [NH2:9][C:8]1[C:7]2[C:10]([O:14][CH2:15][C@H:16]3[CH2:21][CH2:20][CH2:19][N:18]([C:22](=[O:27])[CH2:23][CH:24]([CH3:25])[CH3:26])[CH2:17]3)=[CH:11][CH:12]=[CH:13][C:6]=2[NH:5][S:1](=[O:3])(=[O:4])[N:2]=1. The yield is 0.820.